The task is: Predict which catalyst facilitates the given reaction.. This data is from Catalyst prediction with 721,799 reactions and 888 catalyst types from USPTO. (1) Reactant: CSC1N=CC(O)=CC=1.CS[C:12]1[N:17]=[CH:16][C:15]([O:18][C:19]2[CH2:23][CH2:22][O:21][N:20]=2)=[CH:14][CH:13]=1.ClC1C=CC=C(C(OO)=O)C=1. Product: [N:17]1[CH:12]=[CH:13][CH:14]=[C:15]([O:18][C:19]2[CH2:23][CH2:22][O:21][N:20]=2)[CH:16]=1. The catalyst class is: 2. (2) Reactant: Cl.[NH2:2][OH:3].[OH-].[Na+].CC1[N:8]([C:13]2[CH:18]=[CH:17][C:16]([C:19](=O)[CH2:20][C:21](=[O:26])[C:22]([F:25])([F:24])[F:23])=[CH:15][CH:14]=2)C(C)=CC=1. Product: [NH2:8][C:13]1[CH:14]=[CH:15][C:16]([C:19]2[CH2:20][C:21]([C:22]([F:23])([F:24])[F:25])([OH:26])[O:3][N:2]=2)=[CH:17][CH:18]=1. The catalyst class is: 97. (3) Reactant: [F:1][C:2]([F:36])([F:35])[C:3]1[CH:4]=[C:5]([C:13]([CH3:34])([CH3:33])[C:14]([NH:16][C:17]2[C:18]([C:27]3[CH:32]=[CH:31][CH:30]=[CH:29][CH:28]=3)=[C:19]3[C:24](=[CH:25][CH:26]=2)[N:23]=[CH:22][CH:21]=[CH:20]3)=[O:15])[CH:6]=[C:7]([C:9]([F:12])([F:11])[F:10])[CH:8]=1.[H-].[Na+].[CH3:39]I. Product: [F:36][C:2]([F:1])([F:35])[C:3]1[CH:4]=[C:5]([C:13]([CH3:33])([CH3:34])[C:14]([N:16]([CH3:39])[C:17]2[C:18]([C:27]3[CH:28]=[CH:29][CH:30]=[CH:31][CH:32]=3)=[C:19]3[C:24](=[CH:25][CH:26]=2)[N:23]=[CH:22][CH:21]=[CH:20]3)=[O:15])[CH:6]=[C:7]([C:9]([F:10])([F:11])[F:12])[CH:8]=1. The catalyst class is: 3. (4) Reactant: [C:1]1([C:7]([C:13]2[CH:18]=[CH:17][CH:16]=[CH:15][CH:14]=2)([OH:12])[CH2:8][CH2:9][CH2:10][OH:11])[CH:6]=[CH:5][CH:4]=[CH:3][CH:2]=1.C(N(CC)C(C)C)(C)C.[C:28](Cl)([C:45]1[CH:50]=[CH:49][CH:48]=[CH:47][CH:46]=1)([C:37]1[CH:44]=[CH:43][C:40]([O:41][CH3:42])=[CH:39][CH:38]=1)[C:29]1[CH:36]=[CH:35][C:32]([O:33][CH3:34])=[CH:31][CH:30]=1. Product: [CH3:42][O:41][C:40]1[CH:39]=[CH:38][C:37]([C:28]([C:29]2[CH:30]=[CH:31][C:32]([O:33][CH3:34])=[CH:35][CH:36]=2)([C:45]2[CH:50]=[CH:49][CH:48]=[CH:47][CH:46]=2)[O:11][CH2:10][CH2:9][CH2:8][C:7]([C:13]2[CH:18]=[CH:17][CH:16]=[CH:15][CH:14]=2)([C:1]2[CH:2]=[CH:3][CH:4]=[CH:5][CH:6]=2)[OH:12])=[CH:44][CH:43]=1. The catalyst class is: 4. (5) Reactant: [N:1]([CH2:4][CH:5]([CH2:14][C:15]1[CH:20]=[CH:19][CH:18]=[CH:17][CH:16]=1)[O:6][CH2:7][C:8]1[CH:13]=[CH:12][CH:11]=[CH:10][CH:9]=1)=[N+]=[N-].CP(C)C. Product: [CH2:7]([O:6][CH:5]([CH2:14][C:15]1[CH:20]=[CH:19][CH:18]=[CH:17][CH:16]=1)[CH2:4][NH2:1])[C:8]1[CH:9]=[CH:10][CH:11]=[CH:12][CH:13]=1. The catalyst class is: 1. (6) Reactant: [F:1][C:2]1[C:29]([CH3:30])=[CH:28][C:5]([CH2:6][C@@H:7]([C:13]([N:15]2[C@H:19]([CH2:20][C:21]3[CH:26]=[CH:25][CH:24]=[CH:23][CH:22]=3)[CH2:18][O:17][C:16]2=[O:27])=[O:14])[CH2:8][CH2:9][CH2:10][CH:11]=O)=[CH:4][C:3]=1[CH3:31].[F:32][C:33]1[CH:40]=[CH:39][C:36]([CH2:37][NH2:38])=[CH:35][CH:34]=1.[BH-](OC(C)=O)(OC(C)=O)OC(C)=O.[Na+]. Product: [F:1][C:2]1[C:29]([CH3:30])=[CH:28][C:5]([CH2:6][C@H:7]([CH2:8][CH2:9][CH2:10][CH2:11][NH:38][CH2:37][C:36]2[CH:39]=[CH:40][C:33]([F:32])=[CH:34][CH:35]=2)[C:13]([N:15]2[C@H:19]([CH2:20][C:21]3[CH:26]=[CH:25][CH:24]=[CH:23][CH:22]=3)[CH2:18][O:17][C:16]2=[O:27])=[O:14])=[CH:4][C:3]=1[CH3:31]. The catalyst class is: 68. (7) Reactant: [CH:1]([C:3]1([C:6]([O:8][CH2:9][CH3:10])=[O:7])[CH2:5][CH2:4]1)=[O:2].[Cl-].[NH4+:12].C(OCC)C.[C-:18]#N.[Na+]. Product: [C:18]([CH:1]([OH:2])[C:3]1([C:6]([O:8][CH2:9][CH3:10])=[O:7])[CH2:5][CH2:4]1)#[N:12]. The catalyst class is: 6.